Task: Predict the product of the given reaction.. Dataset: Forward reaction prediction with 1.9M reactions from USPTO patents (1976-2016) Given the reactants [NH:1]1[C:5]2[CH:6]=[CH:7][CH:8]=[CH:9][C:4]=2[N:3]=[C:2]1[CH2:10][N:11]([CH:39]1[C:48]2[N:47]=[CH:46][CH:45]=[CH:44][C:43]=2[CH2:42][CH2:41][CH2:40]1)[CH2:12][CH2:13][CH2:14][C:15]1[N:16](C(C2C=CC=CC=2)(C2C=CC=CC=2)C2C=CC=CC=2)[CH:17]=[CH:18][N:19]=1.C([SiH](CC)CC)C.C(O)(C(F)(F)F)=O, predict the reaction product. The product is: [NH:1]1[C:5]2[CH:6]=[CH:7][CH:8]=[CH:9][C:4]=2[N:3]=[C:2]1[CH2:10][N:11]([CH2:12][CH2:13][CH2:14][C:15]1[NH:16][CH:17]=[CH:18][N:19]=1)[CH:39]1[C:48]2[N:47]=[CH:46][CH:45]=[CH:44][C:43]=2[CH2:42][CH2:41][CH2:40]1.